Dataset: Catalyst prediction with 721,799 reactions and 888 catalyst types from USPTO. Task: Predict which catalyst facilitates the given reaction. (1) Reactant: CN(C(ON1N=NC2C=CC=NC1=2)=[N+](C)C)C.F[P-](F)(F)(F)(F)F.[Na+].[Cl:26][C:27]1[CH:28]=[C:29]([NH:41][C:42]2[C:51]3[C:46](=[CH:47][CH:48]=[CH:49][C:50]=3[O:52][CH2:53][C:54]([O-])=[O:55])[N:45]=[CH:44][N:43]=2)[CH:30]=[CH:31][C:32]=1[O:33][CH2:34][C:35]1[CH:40]=[CH:39][CH:38]=[CH:37][N:36]=1.[CH3:57][NH:58][CH2:59][CH2:60][OH:61].CCN(C(C)C)C(C)C. Product: [Cl:26][C:27]1[CH:28]=[C:29]([NH:41][C:42]2[C:51]3[C:46](=[CH:47][CH:48]=[CH:49][C:50]=3[O:52][CH2:53][C:54]([N:58]([CH2:59][CH2:60][OH:61])[CH3:57])=[O:55])[N:45]=[CH:44][N:43]=2)[CH:30]=[CH:31][C:32]=1[O:33][CH2:34][C:35]1[CH:40]=[CH:39][CH:38]=[CH:37][N:36]=1. The catalyst class is: 3. (2) Reactant: C([O:3][C:4]([CH:6]1[C:11](=[O:12])[NH:10][C:9]2[CH:13]=[C:14]([Cl:17])[CH:15]=[CH:16][C:8]=2[O:7]1)=[O:5])C.[OH-].[Li+]. Product: [Cl:17][C:14]1[CH:15]=[CH:16][C:8]2[O:7][CH:6]([C:4]([OH:5])=[O:3])[C:11](=[O:12])[NH:10][C:9]=2[CH:13]=1. The catalyst class is: 20. (3) Reactant: [F:1][C:2]1[CH:3]=[C:4]([CH2:9][C:10]([OH:12])=O)[CH:5]=[C:6]([F:8])[CH:7]=1.Cl.[NH2:14][C@H:15]([C:17]([NH:19][C:20]([C:27]1[CH:32]=[CH:31][CH:30]=[CH:29][CH:28]=1)([CH3:26])[C:21]([O:23][CH2:24][CH3:25])=[O:22])=[O:18])[CH3:16].C(N[C@H](C(O)=O)C)(OC(C)(C)C)=O. The catalyst class is: 254. Product: [F:8][C:6]1[CH:5]=[C:4]([CH2:9][C:10]([NH:14][C@H:15]([C:17]([NH:19][C:20]([C:27]2[CH:28]=[CH:29][CH:30]=[CH:31][CH:32]=2)([CH3:26])[C:21]([O:23][CH2:24][CH3:25])=[O:22])=[O:18])[CH3:16])=[O:12])[CH:3]=[C:2]([F:1])[CH:7]=1.